Task: Regression/Classification. Given a drug SMILES string, predict its absorption, distribution, metabolism, or excretion properties. Task type varies by dataset: regression for continuous measurements (e.g., permeability, clearance, half-life) or binary classification for categorical outcomes (e.g., BBB penetration, CYP inhibition). Dataset: bioavailability_ma.. Dataset: Oral bioavailability binary classification data from Ma et al. The result is 1 (high bioavailability). The drug is NNC(=O)c1ccncc1.